From a dataset of NCI-60 drug combinations with 297,098 pairs across 59 cell lines. Regression. Given two drug SMILES strings and cell line genomic features, predict the synergy score measuring deviation from expected non-interaction effect. (1) Drug 1: CC1=C(C=C(C=C1)NC2=NC=CC(=N2)N(C)C3=CC4=NN(C(=C4C=C3)C)C)S(=O)(=O)N.Cl. Drug 2: CC12CCC3C(C1CCC2OP(=O)(O)O)CCC4=C3C=CC(=C4)OC(=O)N(CCCl)CCCl.[Na+]. Cell line: SR. Synergy scores: CSS=21.4, Synergy_ZIP=1.97, Synergy_Bliss=1.58, Synergy_Loewe=3.97, Synergy_HSA=4.11. (2) Drug 1: CNC(=O)C1=CC=CC=C1SC2=CC3=C(C=C2)C(=NN3)C=CC4=CC=CC=N4. Drug 2: CN(C(=O)NC(C=O)C(C(C(CO)O)O)O)N=O. Cell line: OVCAR-4. Synergy scores: CSS=0.325, Synergy_ZIP=0.277, Synergy_Bliss=-0.652, Synergy_Loewe=-4.49, Synergy_HSA=-1.61. (3) Drug 1: CNC(=O)C1=CC=CC=C1SC2=CC3=C(C=C2)C(=NN3)C=CC4=CC=CC=N4. Drug 2: COC1=NC(=NC2=C1N=CN2C3C(C(C(O3)CO)O)O)N. Cell line: BT-549. Synergy scores: CSS=-1.19, Synergy_ZIP=2.24, Synergy_Bliss=0.912, Synergy_Loewe=-2.11, Synergy_HSA=-1.73. (4) Drug 1: C1CC(=O)NC(=O)C1N2CC3=C(C2=O)C=CC=C3N. Drug 2: C1=NC(=NC(=O)N1C2C(C(C(O2)CO)O)O)N. Cell line: SNB-19. Synergy scores: CSS=6.98, Synergy_ZIP=-1.77, Synergy_Bliss=1.15, Synergy_Loewe=2.05, Synergy_HSA=1.95.